From a dataset of Reaction yield outcomes from USPTO patents with 853,638 reactions. Predict the reaction yield, written as a fraction of the theoretical maximum amount of product (1.0 means a 100% yield; for example, 0.34 means a 34% yield). (1) The reactants are [CH3:1][O:2][C:3]1[CH:28]=[CH:27][C:6]([CH2:7][NH:8][CH:9]([C:21]2[CH:26]=[CH:25][CH:24]=[CH:23][CH:22]=2)[C:10]([O:12][C@@H:13]2[CH:18]3[CH2:19][CH2:20][N:15]([CH2:16][CH2:17]3)[CH2:14]2)=[O:11])=[CH:5][CH:4]=1.Cl[CH2:30][C:31]([C:33]1[S:34][CH:35]=[CH:36][CH:37]=1)=[O:32]. The catalyst is C(OCC)(=O)C. The product is [CH:10]([O-:12])=[O:11].[CH:10]([O-:12])=[O:11].[CH3:1][O:2][C:3]1[CH:4]=[CH:5][C:6]([CH2:7][NH:8][CH:9]([C:21]2[CH:22]=[CH:23][CH:24]=[CH:25][CH:26]=2)[C:10]([O:12][C@@H:13]2[CH:18]3[CH2:17][CH2:16][N+:15]([CH2:30][C:31](=[O:32])[C:33]4[S:34][CH:35]=[CH:36][CH:37]=4)([CH2:20][CH2:19]3)[CH2:14]2)=[O:11])=[CH:27][CH:28]=1.[CH3:1][O:2][C:3]1[CH:4]=[CH:5][C:6]([CH2:7][NH:8][CH:9]([C:21]2[CH:22]=[CH:23][CH:24]=[CH:25][CH:26]=2)[C:10]([O:12][C@@H:13]2[CH:18]3[CH2:17][CH2:16][N+:15]([CH2:30][C:31]([C:33]4[S:34][CH:35]=[CH:36][CH:37]=4)=[O:32])([CH2:20][CH2:19]3)[CH2:14]2)=[O:11])=[CH:27][CH:28]=1. The yield is 0.360. (2) The catalyst is C1(C)C=CC=CC=1.CO.O1CCCC1.C(C1C=C(C(C)C)C=C(C(C)C)C=1C1C=CC=CC=1P(C1CCCCC1)C1CCCCC1)(C)C. The product is [F:9][C:8]([F:11])([F:10])[C:3]1[CH:4]=[CH:5][C:6]([N:12]2[CH2:17][CH2:16][NH:15][CH2:14][CH2:13]2)=[CH:7][CH:2]=1. The reactants are Cl[C:2]1[CH:7]=[CH:6][CH:5]=[CH:4][C:3]=1[C:8]([F:11])([F:10])[F:9].[NH:12]1[CH2:17][CH2:16][NH:15][CH2:14][CH2:13]1.[OH-].[Na+]. The yield is 0.950. (3) The reactants are [OH:1][C:2]1[CH:7]=[CH:6][C:5]([N:8]2[CH2:13][CH2:12][N:11]([C:14]([O:16][C:17]([CH3:20])([CH3:19])[CH3:18])=[O:15])[CH2:10][CH2:9]2)=[CH:4][CH:3]=1.[H-].[Na+].Cl[C:24]1[N:25]([CH2:32][C@:33]2([CH3:36])[CH2:35][O:34]2)[CH:26]=[C:27]([N+:29]([O-:31])=[O:30])[N:28]=1. The catalyst is CN(C=O)C. The product is [CH3:35][C@@:33]1([CH2:36][O:1][C:2]2[CH:7]=[CH:6][C:5]([N:8]3[CH2:13][CH2:12][N:11]([C:14]([O:16][C:17]([CH3:20])([CH3:19])[CH3:18])=[O:15])[CH2:10][CH2:9]3)=[CH:4][CH:3]=2)[O:34][C:24]2=[N:28][C:27]([N+:29]([O-:31])=[O:30])=[CH:26][N:25]2[CH2:32]1. The yield is 0.440. (4) The reactants are CO[C:3]([C:5]1[N:6]=[CH:7][C:8]2[C:13]([C:14]=1[OH:15])=[CH:12][CH:11]=[C:10]([O:16][C:17]1[CH:22]=[CH:21][CH:20]=[CH:19][CH:18]=1)[CH:9]=2)=[O:4].[NH2:23][CH2:24][C:25]([CH3:30])([CH3:29])[C:26]([OH:28])=[O:27].CO.Cl. The catalyst is C[O-].[Na+].O. The product is [OH:15][C:14]1[C:13]2[C:8](=[CH:9][C:10]([O:16][C:17]3[CH:22]=[CH:21][CH:20]=[CH:19][CH:18]=3)=[CH:11][CH:12]=2)[CH:7]=[N:6][C:5]=1[C:3]([NH:23][CH2:24][C:25]([CH3:30])([CH3:29])[C:26]([OH:28])=[O:27])=[O:4]. The yield is 0.810.